Dataset: Peptide-MHC class II binding affinity with 134,281 pairs from IEDB. Task: Regression. Given a peptide amino acid sequence and an MHC pseudo amino acid sequence, predict their binding affinity value. This is MHC class II binding data. (1) The peptide sequence is APTGMFVAGAKYMVI. The MHC is HLA-DPA10103-DPB10301 with pseudo-sequence HLA-DPA10103-DPB10301. The binding affinity (normalized) is 0.0393. (2) The peptide sequence is SWLEPVQFLRSVFAN. The MHC is DRB1_0802 with pseudo-sequence DRB1_0802. The binding affinity (normalized) is 0.248. (3) The peptide sequence is ITAHLKRLWKMLDPR. The MHC is DRB3_0301 with pseudo-sequence DRB3_0301. The binding affinity (normalized) is 0.484. (4) The peptide sequence is FFIQSFTMSTALKRL. The MHC is H-2-IAd with pseudo-sequence H-2-IAd. The binding affinity (normalized) is 0.412. (5) The MHC is HLA-DPA10103-DPB10401 with pseudo-sequence HLA-DPA10103-DPB10401. The binding affinity (normalized) is 0.260. The peptide sequence is ITYVATATLPNYCRA. (6) The peptide sequence is ADYLRMWIQAATVMS. The MHC is DRB1_1602 with pseudo-sequence DRB1_1602. The binding affinity (normalized) is 0.679. (7) The peptide sequence is SADFPQFKPEEITGI. The MHC is DRB1_0301 with pseudo-sequence DRB1_0301. The binding affinity (normalized) is 0.183. (8) The peptide sequence is QKRGIVKENIIDLTKI. The MHC is HLA-DPA10103-DPB10401 with pseudo-sequence HLA-DPA10103-DPB10401. The binding affinity (normalized) is 0.468. (9) The MHC is DRB1_0701 with pseudo-sequence DRB1_0701. The peptide sequence is PIYIVTPTNASHIQS. The binding affinity (normalized) is 0.757. (10) The binding affinity (normalized) is 0.484. The peptide sequence is GEFQIVDKIDAAFKI. The MHC is DRB1_1501 with pseudo-sequence DRB1_1501.